Dataset: TCR-epitope binding with 47,182 pairs between 192 epitopes and 23,139 TCRs. Task: Binary Classification. Given a T-cell receptor sequence (or CDR3 region) and an epitope sequence, predict whether binding occurs between them. (1) The epitope is SSNVANYQK. The TCR CDR3 sequence is CASSEGGGDEQFF. Result: 0 (the TCR does not bind to the epitope). (2) The epitope is LPRRSGAAGA. The TCR CDR3 sequence is CSVEERVWGGEQYF. Result: 0 (the TCR does not bind to the epitope). (3) Result: 0 (the TCR does not bind to the epitope). The epitope is SEPVLKGVKL. The TCR CDR3 sequence is CASSLAGRIYNEQFF. (4) The epitope is KRWIIMGLNK. The TCR CDR3 sequence is CASSLVTTRGENGYTF. Result: 0 (the TCR does not bind to the epitope).